Dataset: Clinical trial toxicity outcomes and FDA approval status for drugs. Task: Regression/Classification. Given a drug SMILES string, predict its toxicity properties. Task type varies by dataset: regression for continuous values (e.g., LD50, hERG inhibition percentage) or binary classification for toxic/non-toxic outcomes (e.g., AMES mutagenicity, cardiotoxicity, hepatotoxicity). Dataset: clintox. (1) The drug is Clc1ccc2c(c1)C(c1ccccc1)=NCc1nncn1-2. The result is 0 (passed clinical trial). (2) The drug is CCn1nc(C(=O)[O-])c(=O)c2cc3c(cc21)OCO3. The result is 0 (passed clinical trial).